This data is from Reaction yield outcomes from USPTO patents with 853,638 reactions. The task is: Predict the reaction yield, written as a fraction of the theoretical maximum amount of product (1.0 means a 100% yield; for example, 0.34 means a 34% yield). (1) The reactants are [Cl:1][C:2]1[CH:3]=[CH:4][C:5]2[O:9][C:8]([CH:10]3[CH2:15][CH2:14][NH:13][CH2:12][CH2:11]3)=[N:7][C:6]=2[CH:16]=1.[O:17]1[CH2:19][CH:18]1[CH2:20][N:21]1[C:29]2[CH2:28][CH2:27][N:26]([C:30](=[O:32])[CH3:31])[CH2:25][C:24]=2[C:23]([C:33]2[CH:38]=[CH:37][C:36]([C:39]([F:42])([F:41])[F:40])=[CH:35][CH:34]=2)=[N:22]1. The catalyst is CCO. The product is [Cl:1][C:2]1[CH:3]=[CH:4][C:5]2[O:9][C:8]([CH:10]3[CH2:11][CH2:12][N:13]([CH2:19][CH:18]([OH:17])[CH2:20][N:21]4[C:29]5[CH2:28][CH2:27][N:26]([C:30](=[O:32])[CH3:31])[CH2:25][C:24]=5[C:23]([C:33]5[CH:38]=[CH:37][C:36]([C:39]([F:42])([F:41])[F:40])=[CH:35][CH:34]=5)=[N:22]4)[CH2:14][CH2:15]3)=[N:7][C:6]=2[CH:16]=1. The yield is 0.950. (2) The reactants are [CH3:1][C@@H:2]([C@@H:8]1[C@@:12]2([CH3:27])[CH2:13][CH2:14][C@@H:15]3[C@@:20]4([CH3:26])[CH2:21][CH2:22][C@@H:23]([OH:25])[CH2:24][C@H:19]4[CH2:18][CH2:17][C@H:16]3[C@@H:11]2[CH2:10][CH2:9]1)[CH2:3][CH2:4][C:5](O)=[O:6].C(OC(Cl)=O)C(C)C.C(N(CC)CC)C.[CH2:43]([NH:61][CH2:62][CH2:63][CH2:64][CH2:65][CH2:66][CH2:67][CH2:68][CH2:69][CH2:70][CH2:71][CH2:72][CH2:73][CH2:74][CH2:75][CH2:76][CH2:77][CH2:78][CH3:79])[CH2:44][CH2:45][CH2:46][CH2:47][CH2:48][CH2:49][CH2:50][CH2:51][CH2:52][CH2:53][CH2:54][CH2:55][CH2:56][CH2:57][CH2:58][CH2:59][CH3:60]. The catalyst is O1CCCC1. The product is [CH2:62]([N:61]([CH2:43][CH2:44][CH2:45][CH2:46][CH2:47][CH2:48][CH2:49][CH2:50][CH2:51][CH2:52][CH2:53][CH2:54][CH2:55][CH2:56][CH2:57][CH2:58][CH2:59][CH3:60])[C:5](=[O:6])[CH2:4][CH2:3][CH:2]([CH:8]1[C:12]2([CH3:27])[CH:11]([CH:16]3[CH:15]([CH2:14][CH2:13]2)[C:20]2([CH3:26])[CH:19]([CH2:24][CH:23]([OH:25])[CH2:22][CH2:21]2)[CH2:18][CH2:17]3)[CH2:10][CH2:9]1)[CH3:1])[CH2:63][CH2:64][CH2:65][CH2:66][CH2:67][CH2:68][CH2:69][CH2:70][CH2:71][CH2:72][CH2:73][CH2:74][CH2:75][CH2:76][CH2:77][CH2:78][CH3:79]. The yield is 0.930. (3) The reactants are C(OC(=O)[NH:7][C:8](=[NH:37])[C:9]1[S:10][C:11]([S:35][CH3:36])=[C:12]([S:14]([C:17]2[CH:18]=[C:19]([C:23]3[CH:28]=[CH:27][CH:26]=[C:25]([CH:29]([OH:34])[C:30]([F:33])([F:32])[F:31])[CH:24]=3)[CH:20]=[CH:21][CH:22]=2)(=[O:16])=[O:15])[CH:13]=1)(C)(C)C.[F:39][C:40]([F:45])([F:44])[C:41]([OH:43])=[O:42]. No catalyst specified. The product is [F:39][C:40]([F:45])([F:44])[C:41]([OH:43])=[O:42].[CH3:36][S:35][C:11]1[S:10][C:9]([C:8]([NH2:37])=[NH:7])=[CH:13][C:12]=1[S:14]([C:17]1[CH:18]=[C:19]([C:23]2[CH:28]=[CH:27][CH:26]=[C:25]([CH:29]([OH:34])[C:30]([F:32])([F:33])[F:31])[CH:24]=2)[CH:20]=[CH:21][CH:22]=1)(=[O:16])=[O:15]. The yield is 0.860. (4) The reactants are Br[C:2]1[CH:11]=[CH:10][C:5]([C:6]([O:8][CH3:9])=[O:7])=[C:4](C)[CH:3]=1.[C:13](=O)([O-])[O-].[Na+].[Na+].[CH:19]([O:21]CCCC)=[CH2:20]. The catalyst is CO.C([O-])(=O)C.[Pd+2].C([O-])(=O)C.C1(P(C2C=CC=CC=2)CCCP(C2C=CC=CC=2)C2C=CC=CC=2)C=CC=CC=1. The product is [C:19]([C:2]1[CH:3]=[CH:4][C:5]([C:6]([O:8][CH3:9])=[O:7])=[CH:10][C:11]=1[CH3:13])(=[O:21])[CH3:20]. The yield is 0.830. (5) The reactants are Br[C:2]1[CH:11]=[C:10]([N+:12]([O-:14])=[O:13])[C:9]2[C:4](=[CH:5][CH:6]=[CH:7][CH:8]=2)[N:3]=1.[CH3:15][N:16]([C:24]1[CH:29]=[CH:28][C:27](B2OC(C)(C)C(C)(C)O2)=[CH:26][CH:25]=1)[C:17](=[O:23])[O:18][C:19]([CH3:22])([CH3:21])[CH3:20]. No catalyst specified. The product is [CH3:15][N:16]([C:24]1[CH:29]=[CH:28][C:27]([C:2]2[CH:11]=[C:10]([N+:12]([O-:14])=[O:13])[C:9]3[C:4](=[CH:5][CH:6]=[CH:7][CH:8]=3)[N:3]=2)=[CH:26][CH:25]=1)[C:17](=[O:23])[O:18][C:19]([CH3:22])([CH3:20])[CH3:21]. The yield is 0.680.